The task is: Predict the reaction yield, written as a fraction of the theoretical maximum amount of product (1.0 means a 100% yield; for example, 0.34 means a 34% yield).. This data is from Reaction yield outcomes from USPTO patents with 853,638 reactions. (1) The reactants are [Si]([O:8][CH2:9][CH2:10][N:11]1[CH2:15][C@@H:14]2[CH2:16][N:17]([C:19]3[N:24]=[N:23][C:22]([C:25]4[CH:30]=[CH:29][C:28]([C:31]5[CH:32]=[N:33][NH:34][CH:35]=5)=[CH:27][C:26]=4[OH:36])=[CH:21][CH:20]=3)[CH2:18][C@@H:13]2[CH2:12]1)(C(C)(C)C)(C)C.Cl.N. The catalyst is O1CCOCC1.CO. The product is [OH:8][CH2:9][CH2:10][N:11]1[CH2:12][C@@H:13]2[CH2:18][N:17]([C:19]3[N:24]=[N:23][C:22]([C:25]4[CH:30]=[CH:29][C:28]([C:31]5[CH:35]=[N:34][NH:33][CH:32]=5)=[CH:27][C:26]=4[OH:36])=[CH:21][CH:20]=3)[CH2:16][C@@H:14]2[CH2:15]1. The yield is 0.410. (2) The reactants are [C:1]([O:5][C@@H:6]([C:12]1[C:13]([CH3:44])=[N:14][C:15]2[N:16]([N:30]=[C:31]([C:33](=[O:43])[NH:34][CH2:35][C:36]3[CH:41]=[CH:40][C:39]([F:42])=[CH:38][CH:37]=3)[CH:32]=2)[C:17]=1[C:18]1[C:19]([CH3:29])=[C:20]2[C:25](=[C:26]([F:28])[CH:27]=1)[O:24][CH2:23][CH2:22][CH2:21]2)[C:7]([O:9]CC)=[O:8])([CH3:4])([CH3:3])[CH3:2].[OH-].[Na+]. The catalyst is CO. The product is [C:1]([O:5][C@@H:6]([C:12]1[C:13]([CH3:44])=[N:14][C:15]2[N:16]([N:30]=[C:31]([C:33](=[O:43])[NH:34][CH2:35][C:36]3[CH:37]=[CH:38][C:39]([F:42])=[CH:40][CH:41]=3)[CH:32]=2)[C:17]=1[C:18]1[C:19]([CH3:29])=[C:20]2[C:25](=[C:26]([F:28])[CH:27]=1)[O:24][CH2:23][CH2:22][CH2:21]2)[C:7]([OH:9])=[O:8])([CH3:4])([CH3:3])[CH3:2]. The yield is 0.664.